Dataset: Forward reaction prediction with 1.9M reactions from USPTO patents (1976-2016). Task: Predict the product of the given reaction. Given the reactants [CH3:1][C:2]1[S:3][CH:4]=[C:5]([CH2:7][CH2:8][NH:9][C:10]2[CH:15]=[CH:14][C:13]([N+:16]([O-:18])=[O:17])=[CH:12][CH:11]=2)[N:6]=1.[C:19](O[C:19]([O:21][C:22]([CH3:25])([CH3:24])[CH3:23])=[O:20])([O:21][C:22]([CH3:25])([CH3:24])[CH3:23])=[O:20], predict the reaction product. The product is: [CH3:1][C:2]1[S:3][CH:4]=[C:5]([CH2:7][CH2:8][N:9]([C:10]2[CH:15]=[CH:14][C:13]([N+:16]([O-:18])=[O:17])=[CH:12][CH:11]=2)[C:19](=[O:20])[O:21][C:22]([CH3:25])([CH3:24])[CH3:23])[N:6]=1.